Dataset: Full USPTO retrosynthesis dataset with 1.9M reactions from patents (1976-2016). Task: Predict the reactants needed to synthesize the given product. Given the product [CH3:1][C:2]1[CH:6]=[C:5]([NH:7][C:8]([C:10]2[CH:14]=[CH:13][N:12]([C:25]([C:15]3[C:24]4[C:19](=[CH:20][CH:21]=[CH:22][CH:23]=4)[CH:18]=[CH:17][CH:16]=3)=[O:26])[N:11]=2)=[O:9])[O:4][N:3]=1, predict the reactants needed to synthesize it. The reactants are: [CH3:1][C:2]1[CH:6]=[C:5]([NH:7][C:8]([C:10]2[CH:14]=[CH:13][NH:12][N:11]=2)=[O:9])[O:4][N:3]=1.[C:15]1([C:25](Cl)=[O:26])[C:24]2[C:19](=[CH:20][CH:21]=[CH:22][CH:23]=2)[CH:18]=[CH:17][CH:16]=1.